Dataset: Full USPTO retrosynthesis dataset with 1.9M reactions from patents (1976-2016). Task: Predict the reactants needed to synthesize the given product. (1) Given the product [C:2]1([NH:1][C:8]([C@H:10]2[CH2:15][CH2:14][CH2:13][CH2:12][C@H:11]2[C:16]([N:21]2[C@@H:22]3[C@@H:23]([C@H:8]([C:36]4[CH:35]=[CH:15][CH:10]=[CH:11][CH:12]=4)[NH:1][C:2]4[CH:7]=[CH:6][CH:5]=[CH:4][C:3]=43)[CH2:25][CH2:24]2)=[O:18])=[O:9])[CH:3]=[CH:4][CH:5]=[CH:6][CH:7]=1, predict the reactants needed to synthesize it. The reactants are: [NH:1]([C:8]([C@@H:10]1[CH2:15][CH2:14][CH2:13][CH2:12][C@@H:11]1[C:16]([OH:18])=O)=[O:9])[C:2]1[CH:7]=[CH:6][CH:5]=[CH:4][CH:3]=1.C([N:21]([CH2:24][CH3:25])[CH2:22][CH3:23])C.CCOC(OC(O[CH2:35][CH3:36])=O)=O.C(=O)([O-])O.[Na+]. (2) Given the product [C:1]([C:5]1[CH:12]=[CH:11][C:8]([C:9]#[N:10])=[C:7]([O:15][CH3:14])[N:6]=1)([CH3:4])([CH3:3])[CH3:2], predict the reactants needed to synthesize it. The reactants are: [C:1]([C:5]1[CH:12]=[CH:11][C:8]([C:9]#[N:10])=[C:7](Cl)[N:6]=1)([CH3:4])([CH3:3])[CH3:2].[CH3:14][O-:15].[Na+].[NH4+].[Cl-]. (3) Given the product [Br:9][C:10]1[CH:11]=[CH:12][C:13]([CH2:16][C:17]([O:19][CH2:26][C:27]2[CH:32]=[CH:31][CH:30]=[CH:29][CH:28]=2)=[O:18])=[CH:14][CH:15]=1, predict the reactants needed to synthesize it. The reactants are: C(N1CCOCC1)=O.[Br:9][C:10]1[CH:15]=[CH:14][C:13]([CH2:16][C:17]([OH:19])=[O:18])=[CH:12][CH:11]=1.C(Cl)(=O)C(Cl)=O.[CH2:26](O)[C:27]1[CH:32]=[CH:31][CH:30]=[CH:29][CH:28]=1. (4) Given the product [Cl:18][CH2:17][CH2:16][CH2:15][CH2:14][N:5]1[C:6]2[C:11](=[CH:10][CH:9]=[CH:8][CH:7]=2)[C:2]([OH:1])=[CH:3][C:4]1=[O:12], predict the reactants needed to synthesize it. The reactants are: [OH:1][C:2]1[C:11]2[C:6](=[CH:7][CH:8]=[CH:9][CH:10]=2)[NH:5][C:4](=[O:12])[CH:3]=1.Br[CH2:14][CH2:15][CH2:16][CH2:17][Cl:18]. (5) Given the product [Cl:1][C:2]1[CH:7]=[CH:6][C:5]([CH:8]2[CH2:13][C:12](=[O:14])[N:11]([CH3:15])[C:10]([CH3:16])=[C:9]2[C:17]([NH:21][C:22]2[CH:23]=[C:24]3[C:28](=[CH:29][CH:30]=2)[NH:27][N:26]=[C:25]3[CH3:31])=[O:19])=[C:4]([F:20])[CH:3]=1, predict the reactants needed to synthesize it. The reactants are: [Cl:1][C:2]1[CH:7]=[CH:6][C:5]([CH:8]2[CH2:13][C:12](=[O:14])[N:11]([CH3:15])[C:10]([CH3:16])=[C:9]2[C:17]([OH:19])=O)=[C:4]([F:20])[CH:3]=1.[NH2:21][C:22]1[CH:23]=[C:24]2[C:28](=[CH:29][CH:30]=1)[NH:27][N:26]=[C:25]2[CH3:31].C(Cl)CCl.CCN(CC)CC.